Dataset: Reaction yield outcomes from USPTO patents with 853,638 reactions. Task: Predict the reaction yield, written as a fraction of the theoretical maximum amount of product (1.0 means a 100% yield; for example, 0.34 means a 34% yield). (1) The reactants are [C:1]([C:3]1[CH:8]=[CH:7][CH:6]=[CH:5][C:4]=1[C:9]1[CH:14]=[CH:13][C:12]([CH2:15][CH:16]([C:22](=O)[CH2:23][CH2:24][CH3:25])[C:17](OCC)=[O:18])=[CH:11][C:10]=1[F:27])#[N:2].[O:28]1[C:32]2([CH2:37][CH2:36][CH:35]([NH:38][C:39]3[NH:43][CH:42]=[N:41][N:40]=3)[CH2:34][CH2:33]2)[O:31][CH2:30][CH2:29]1. No catalyst specified. The product is [O:28]1[C:32]2([CH2:33][CH2:34][CH:35]([N:38]3[C:17](=[O:18])[C:16]([CH2:15][C:12]4[CH:13]=[CH:14][C:9]([C:4]5[C:3]([C:1]#[N:2])=[CH:8][CH:7]=[CH:6][CH:5]=5)=[C:10]([F:27])[CH:11]=4)=[C:22]([CH2:23][CH2:24][CH3:25])[N:40]4[N:41]=[CH:42][N:43]=[C:39]34)[CH2:36][CH2:37]2)[O:31][CH2:30][CH2:29]1. The yield is 0.500. (2) The reactants are [CH2:1]([N:8]1[C:14](=O)[C:13]2[CH:16]=[CH:17][N:18]=[C:19]([Cl:20])[C:12]=2[O:11][CH2:10][CH2:9]1)[C:2]1[CH:7]=[CH:6][CH:5]=[CH:4][CH:3]=1.CO. The catalyst is C1COCC1. The product is [CH2:1]([N:8]1[CH2:14][C:13]2[CH:16]=[CH:17][N:18]=[C:19]([Cl:20])[C:12]=2[O:11][CH2:10][CH2:9]1)[C:2]1[CH:7]=[CH:6][CH:5]=[CH:4][CH:3]=1. The yield is 0.790. (3) The reactants are [Cl:1][C:2]1[CH:7]=[CH:6][C:5]([C:8]2[C:12]([CH2:13][O:14][C:15]3[CH:23]=[CH:22][C:18]([C:19]([OH:21])=O)=[CH:17][N:16]=3)=[C:11]([CH3:24])[O:10][N:9]=2)=[CH:4][CH:3]=1.[NH2:25][C@@H:26]([CH2:28][OH:29])[CH3:27]. No catalyst specified. The product is [Cl:1][C:2]1[CH:3]=[CH:4][C:5]([C:8]2[C:12]([CH2:13][O:14][C:15]3[CH:23]=[CH:22][C:18]([C:19]([NH:25][C@H:26]([CH3:27])[CH2:28][OH:29])=[O:21])=[CH:17][N:16]=3)=[C:11]([CH3:24])[O:10][N:9]=2)=[CH:6][CH:7]=1. The yield is 0.940. (4) The reactants are [NH2:1][C:2]1[C:7]([C:8]([F:11])([F:10])[F:9])=[CH:6][CH:5]=[CH:4][N:3]=1.[N+:12]([O-])([OH:14])=[O:13]. The catalyst is S(=O)(=O)(O)O. The product is [N+:12]([C:5]1[CH:6]=[C:7]([C:8]([F:9])([F:11])[F:10])[C:2]([NH2:1])=[N:3][CH:4]=1)([O-:14])=[O:13]. The yield is 0.750. (5) The reactants are [N:1]12[CH2:9][C@@H:5]([CH2:6][CH2:7][CH2:8]1)[C@@H:4]([O:10]C(=O)C)[CH2:3][CH2:2]2. The catalyst is [OH-].[Na+]. The product is [N:1]12[CH2:9][C@@H:5]([CH2:6][CH2:7][CH2:8]1)[C@@H:4]([OH:10])[CH2:3][CH2:2]2. The yield is 0.910. (6) The reactants are [CH3:1][Si:2]([CH3:13])([CH3:12])[C:3]#[C:4][C:5]1[N:10]=[CH:9][C:8]([NH2:11])=[CH:7][CH:6]=1.C[Si]([N-][Si](C)(C)C)(C)C.[Na+].[CH3:24][C:25]([O:28][C:29](O[C:29]([O:28][C:25]([CH3:27])([CH3:26])[CH3:24])=[O:30])=[O:30])([CH3:27])[CH3:26]. The catalyst is C1COCC1. The product is [CH3:13][Si:2]([CH3:12])([CH3:1])[C:3]#[C:4][C:5]1[N:10]=[CH:9][C:8]([NH:11][C:29](=[O:30])[O:28][C:25]([CH3:27])([CH3:26])[CH3:24])=[CH:7][CH:6]=1. The yield is 0.670. (7) The reactants are CC1(C)C(C)(C)OB([C:9]2[CH:10]=[C:11]3[C:15](=[CH:16][CH:17]=2)[CH2:14][C@H:13]([NH:18][S:19]([CH:22]([CH3:24])[CH3:23])(=[O:21])=[O:20])[CH2:12]3)O1.Br[C:27]1[CH:28]=[N:29][CH:30]=[C:31](F)[CH:32]=1.[C:34]([O-])([O-])=O.[Na+].[Na+]. The catalyst is O1CCOCC1.O.C1C=CC([P]([Pd]([P](C2C=CC=CC=2)(C2C=CC=CC=2)C2C=CC=CC=2)([P](C2C=CC=CC=2)(C2C=CC=CC=2)C2C=CC=CC=2)[P](C2C=CC=CC=2)(C2C=CC=CC=2)C2C=CC=CC=2)(C2C=CC=CC=2)C2C=CC=CC=2)=CC=1. The product is [CH3:34][C:27]1[CH:32]=[C:31]([C:9]2[CH:10]=[C:11]3[C:15](=[CH:16][CH:17]=2)[CH2:14][C@H:13]([NH:18][S:19]([CH:22]([CH3:23])[CH3:24])(=[O:20])=[O:21])[CH2:12]3)[CH:30]=[N:29][CH:28]=1. The yield is 0.790. (8) The reactants are CC(OC([N:8]1[CH2:13][CH2:12][N:11]2[C:14](=[O:29])[O:15][C:16]([C:23]3[CH:28]=[CH:27][CH:26]=[CH:25][CH:24]=3)([C:17]3[CH:22]=[CH:21][CH:20]=[CH:19][CH:18]=3)[CH:10]2[CH2:9]1)=O)(C)C.FC(F)(F)C(O)=O.C(=O)([O-])O.[Na+]. The catalyst is ClCCl. The product is [C:23]1([C:16]2([C:17]3[CH:18]=[CH:19][CH:20]=[CH:21][CH:22]=3)[CH:10]3[CH2:9][NH:8][CH2:13][CH2:12][N:11]3[C:14](=[O:29])[O:15]2)[CH:28]=[CH:27][CH:26]=[CH:25][CH:24]=1. The yield is 0.990. (9) The reactants are [S-:1][C:2]#[N:3].[K+].[NH2:5][C:6]1[CH:7]=[CH:8][C:9]([O:12][C:13]2[CH:14]=[CH:15][C:16]([CH3:33])=[C:17]([NH:19][C:20](=[O:32])[C:21]3[CH:26]=[CH:25][CH:24]=[C:23]([C:27]([C:30]#[N:31])([CH3:29])[CH3:28])[CH:22]=3)[CH:18]=2)=[N:10][CH:11]=1.BrBr. The catalyst is C(O)(=O)C. The product is [NH2:3][C:2]1[S:1][C:11]2[C:6]([N:5]=1)=[CH:7][CH:8]=[C:9]([O:12][C:13]1[CH:14]=[CH:15][C:16]([CH3:33])=[C:17]([NH:19][C:20](=[O:32])[C:21]3[CH:26]=[CH:25][CH:24]=[C:23]([C:27]([C:30]#[N:31])([CH3:28])[CH3:29])[CH:22]=3)[CH:18]=1)[N:10]=2. The yield is 0.950.